From a dataset of Reaction yield outcomes from USPTO patents with 853,638 reactions. Predict the reaction yield, written as a fraction of the theoretical maximum amount of product (1.0 means a 100% yield; for example, 0.34 means a 34% yield). (1) The reactants are Br[C:2]1[CH:10]=[C:9]2[C:5]([CH2:6][C:7]3([CH2:19][C:18]4[C:13](=[CH:14][CH:15]=[CH:16][CH:17]=4)[CH2:12]3)[C:8]2=[O:11])=[CH:4][CH:3]=1.[C:20]([C:22]1[CH:23]=[C:24](B(O)O)[CH:25]=[CH:26][CH:27]=1)#[N:21]. The catalyst is O1CCOCC1.C([O-])([O-])=O.[Cs+].[Cs+].Cl[Pd](Cl)([P](C1C=CC=CC=1)(C1C=CC=CC=1)C1C=CC=CC=1)[P](C1C=CC=CC=1)(C1C=CC=CC=1)C1C=CC=CC=1. The yield is 0.100. The product is [O:11]=[C:8]1[C:9]2[C:5](=[CH:4][CH:3]=[C:2]([C:26]3[CH:27]=[C:22]([CH:23]=[CH:24][CH:25]=3)[C:20]#[N:21])[CH:10]=2)[CH2:6][C:7]21[CH2:12][C:13]1[C:18](=[CH:17][CH:16]=[CH:15][CH:14]=1)[CH2:19]2. (2) The reactants are [Br:1][C:2]1[CH:8]=[CH:7][C:5]([NH2:6])=[C:4]([CH3:9])[C:3]=1[F:10].[N:11]([O-])=O.[Na+].[OH-].[Na+]. The catalyst is CC(O)=O. The product is [Br:1][C:2]1[C:3]([F:10])=[C:4]2[C:5](=[CH:7][CH:8]=1)[NH:6][N:11]=[CH:9]2. The yield is 0.949. (3) The reactants are [Cl:1][C:2]1[CH:7]=[CH:6][CH:5]=[C:4]([N+:8]([O-:10])=[O:9])[C:3]=1Cl.[C:12]([O:16][C:17]([N:19]1[CH2:24][CH2:23][NH:22][CH2:21][CH2:20]1)=[O:18])([CH3:15])([CH3:14])[CH3:13].C([O-])([O-])=O.[K+].[K+]. The catalyst is C(#N)C. The product is [C:12]([O:16][C:17]([N:19]1[CH2:24][CH2:23][N:22]([C:3]2[C:4]([N+:8]([O-:10])=[O:9])=[CH:5][CH:6]=[CH:7][C:2]=2[Cl:1])[CH2:21][CH2:20]1)=[O:18])([CH3:15])([CH3:13])[CH3:14]. The yield is 0.700. (4) The reactants are C[O:2][C:3]1[CH:12]=[C:11]2[C:6]([C:7](=[O:25])[C:8]([C:15]3[CH:24]=[CH:23][C:18]([C:19]([O:21]C)=[O:20])=[CH:17][CH:16]=3)=[C:9]([S:13][CH3:14])[O:10]2)=[CH:5][CH:4]=1.B(Br)(Br)Br. The catalyst is ClCCl. The product is [OH:2][C:3]1[CH:12]=[C:11]2[C:6]([C:7](=[O:25])[C:8]([C:15]3[CH:24]=[CH:23][C:18]([C:19]([OH:21])=[O:20])=[CH:17][CH:16]=3)=[C:9]([S:13][CH3:14])[O:10]2)=[CH:5][CH:4]=1. The yield is 0.250.